This data is from Forward reaction prediction with 1.9M reactions from USPTO patents (1976-2016). The task is: Predict the product of the given reaction. (1) Given the reactants [Cl:1][C:2]1[CH:7]=[C:6]([Cl:8])[CH:5]=[CH:4][C:3]=1C1N=C(CC)C(N[C@@H]2C3C(=CC=CC=3)C[C@@H]2O)=NC=1CC.Br[C:31]1[N:32]=[C:33]([CH:51]2[CH2:53][CH2:52]2)[C:34]([NH:40][C@H:41]2[C:49]3[C:44](=[CH:45][CH:46]=[CH:47][CH:48]=3)[CH2:43][C@@H:42]2[OH:50])=[N:35][C:36]=1[CH:37]1[CH2:39][CH2:38]1, predict the reaction product. The product is: [CH:51]1([C:33]2[C:34]([NH:40][C@@H:41]3[C:49]4[C:44](=[CH:45][CH:46]=[CH:47][CH:48]=4)[CH2:43][C@@H:42]3[OH:50])=[N:35][C:36]([CH:37]3[CH2:39][CH2:38]3)=[C:31]([C:5]3[CH:4]=[CH:3][C:2]([Cl:1])=[CH:7][C:6]=3[Cl:8])[N:32]=2)[CH2:53][CH2:52]1. (2) Given the reactants [NH:1]1[CH2:8][CH2:7][CH2:6][CH:2]1[C:3]([OH:5])=[O:4].[OH-].[Na+].[CH3:11][C:12]([O:15][C:16](O[C:16]([O:15][C:12]([CH3:14])([CH3:13])[CH3:11])=[O:17])=[O:17])([CH3:14])[CH3:13], predict the reaction product. The product is: [C:12]([O:15][C:16]([N:1]1[CH2:8][CH2:7][CH2:6][CH:2]1[C:3]([OH:5])=[O:4])=[O:17])([CH3:14])([CH3:13])[CH3:11]. (3) Given the reactants [C:1]([N:4]1[C:13]2[C:8](=[CH:9][C:10]([C:14](O)=[O:15])=[CH:11][CH:12]=2)[C@H:7]([NH:17][C:18]2[CH:23]=[CH:22][C:21]([N:24]3[CH2:29][CH2:28][O:27][CH2:26][CH2:25]3)=[CH:20][CH:19]=2)[CH2:6][C@@H:5]1[CH3:30])(=[O:3])[CH3:2].[NH2:31][C:32]1[CH:37]=[CH:36][CH:35]=[CH:34][N:33]=1, predict the reaction product. The product is: [C:1]([N:4]1[C:13]2[C:8](=[CH:9][C:10]([C:14]([NH:31][C:32]3[CH:37]=[CH:36][CH:35]=[CH:34][N:33]=3)=[O:15])=[CH:11][CH:12]=2)[C@H:7]([NH:17][C:18]2[CH:23]=[CH:22][C:21]([N:24]3[CH2:29][CH2:28][O:27][CH2:26][CH2:25]3)=[CH:20][CH:19]=2)[CH2:6][C@@H:5]1[CH3:30])(=[O:3])[CH3:2].